This data is from Catalyst prediction with 721,799 reactions and 888 catalyst types from USPTO. The task is: Predict which catalyst facilitates the given reaction. (1) Reactant: [C:1]([O:5][C:6]([NH:8][CH:9]1[CH2:14][CH2:13][N:12]([CH2:15][C:16]2[CH:24]=[CH:23][C:19]([C:20]([OH:22])=O)=[CH:18][CH:17]=2)[CH2:11][CH2:10]1)=[O:7])([CH3:4])([CH3:3])[CH3:2].CN(C(O[N:33]1N=[N:40][C:35]2[CH:36]=[CH:37][CH:38]=[CH:39][C:34]1=2)=[N+](C)C)C.[B-](F)(F)(F)F.[CH2:47](N(CC)CC)C. Product: [N:40]1[CH:35]=[CH:36][CH:37]=[C:38]([CH2:39][CH2:34][NH:33][C:20]([C:19]2[CH:18]=[CH:17][C:16]([CH2:15][N:12]3[CH2:13][CH2:14][CH:9]([NH:8][C:6](=[O:7])[O:5][C:1]([CH3:2])([CH3:4])[CH3:3])[CH2:10][CH2:11]3)=[CH:24][CH:23]=2)=[O:22])[CH:47]=1. The catalyst class is: 3. (2) Reactant: [Br:1][C:2]1[CH:3]=[CH:4][C:5]2[O:10][CH2:9][C:8](=[O:11])[NH:7][C:6]=2[CH:12]=1.C([O-])([O-])=O.[Cs+].[Cs+].[CH3:19][O:20][C:21]1[CH:28]=[CH:27][C:24]([CH2:25]Cl)=[CH:23][CH:22]=1. Product: [Br:1][C:2]1[CH:3]=[CH:4][C:5]2[O:10][CH2:9][C:8](=[O:11])[N:7]([CH2:25][C:24]3[CH:27]=[CH:28][C:21]([O:20][CH3:19])=[CH:22][CH:23]=3)[C:6]=2[CH:12]=1. The catalyst class is: 3. (3) Product: [F:1][C:2]1[CH:3]=[CH:4][C:5]([NH:8][C:9]2[N:17]=[CH:16][CH:15]=[CH:14][C:10]=2[C:11]([NH:53][C:49]([CH3:50])([C:51]#[CH:52])[CH3:48])=[O:13])=[CH:6][CH:7]=1. The catalyst class is: 2. Reactant: [F:1][C:2]1[CH:7]=[CH:6][C:5]([NH:8][C:9]2[N:17]=[CH:16][CH:15]=[CH:14][C:10]=2[C:11]([OH:13])=O)=[CH:4][CH:3]=1.CCN=C=NCCCN(C)C.C1C=CC2N(O)N=NC=2C=1.CCN(C(C)C)C(C)C.[CH3:48][C:49]([NH2:53])([C:51]#[CH:52])[CH3:50]. (4) Reactant: [NH2:1][CH:2]1[CH2:11][C:10]2[C:5](=[CH:6][C:7]([Cl:12])=[CH:8][CH:9]=2)[NH:4][C:3]1=[O:13].[H-].[Na+].Br[CH2:17][CH2:18][O:19][Si:20]([C:23]([CH3:26])([CH3:25])[CH3:24])([CH3:22])[CH3:21]. Product: [NH2:1][CH:2]1[CH2:11][C:10]2[C:5](=[CH:6][C:7]([Cl:12])=[CH:8][CH:9]=2)[N:4]([CH2:17][CH2:18][O:19][Si:20]([C:23]([CH3:26])([CH3:25])[CH3:24])([CH3:22])[CH3:21])[C:3]1=[O:13]. The catalyst class is: 3. (5) Reactant: [CH3:1][C:2]1[S:6][C:5]([C:7]2[CH:8]=[N:9][NH:10][C:11]=2[NH2:12])=[N:4][CH:3]=1.[Cl:13][C:14]1[CH:15]=[C:16]([C:21](=O)[CH2:22][C:23](OCC)=[O:24])[CH:17]=[CH:18][C:19]=1[Cl:20].CC1C=CC(S(O)(=O)=O)=CC=1. Product: [Cl:13][C:14]1[CH:15]=[C:16]([C:21]2[NH:12][C:11]3[N:10]([N:9]=[CH:8][C:7]=3[C:5]3[S:6][C:2]([CH3:1])=[CH:3][N:4]=3)[C:23](=[O:24])[CH:22]=2)[CH:17]=[CH:18][C:19]=1[Cl:20]. The catalyst class is: 114. (6) Reactant: [CH3:1][O:2][C:3]([C:5]1[C:10]([N:11](C(OC(C)(C)C)=O)C(OC(C)(C)C)=O)=[N:9][CH:8]=[C:7]([CH2:26][CH:27]([CH3:29])[CH3:28])[N:6]=1)=[O:4].FC(F)(F)C(O)=O.CCCCCCC.C(OCC)(=O)C. Product: [CH3:1][O:2][C:3]([C:5]1[C:10]([NH2:11])=[N:9][CH:8]=[C:7]([CH2:26][CH:27]([CH3:29])[CH3:28])[N:6]=1)=[O:4]. The catalyst class is: 4. (7) Reactant: [C:1](Cl)(=[O:8])[C:2]1[CH:7]=[CH:6][CH:5]=[CH:4][CH:3]=1.[NH2:10][C:11]1[CH:16]=[CH:15][C:14]([C:17]([OH:27])([CH3:26])[CH2:18][NH:19][S:20]([CH:23]([CH3:25])[CH3:24])(=[O:22])=[O:21])=[CH:13][CH:12]=1.C(N(CC)CC)C.O. Product: [OH:27][C:17]([C:14]1[CH:13]=[CH:12][C:11]([NH:10][C:1](=[O:8])[C:2]2[CH:7]=[CH:6][CH:5]=[CH:4][CH:3]=2)=[CH:16][CH:15]=1)([CH3:26])[CH2:18][NH:19][S:20]([CH:23]([CH3:24])[CH3:25])(=[O:22])=[O:21]. The catalyst class is: 1. (8) Reactant: [Cl:1][C:2]1[N:7]=[CH:6][C:5]([S:8]([N:11]2[CH2:16][CH2:15][NH:14][CH:13]([C:17]#[C:18][CH3:19])[CH2:12]2)(=[O:10])=[O:9])=[CH:4][CH:3]=1.C(N(C(C)C)CC)(C)C.Cl[C:30]1[N:35]=[CH:34][C:33]([C:36]([OH:42])([CH3:41])[C:37]([F:40])([F:39])[F:38])=[CH:32][N:31]=1. Product: [Cl:1][C:2]1[N:7]=[CH:6][C:5]([S:8]([N:11]2[CH2:16][CH2:15][N:14]([C:30]3[N:31]=[CH:32][C:33]([C:36]([OH:42])([CH3:41])[C:37]([F:38])([F:39])[F:40])=[CH:34][N:35]=3)[CH:13]([C:17]#[C:18][CH3:19])[CH2:12]2)(=[O:10])=[O:9])=[CH:4][CH:3]=1. The catalyst class is: 37.